Dataset: Forward reaction prediction with 1.9M reactions from USPTO patents (1976-2016). Task: Predict the product of the given reaction. (1) Given the reactants [NH:1]1[CH2:6][CH2:5][CH:4]([C:7]2[CH:12]=[CH:11][C:10]([NH:13][C:14]3[C:15]([C:33]([NH2:35])=[O:34])=[N:16][CH:17]=[C:18]([N:20]4[CH2:25][CH2:24][CH2:23][C@@H:22]([N:26]([CH3:32])[C:27]([N:29]([CH3:31])[CH3:30])=[O:28])[CH2:21]4)[N:19]=3)=[CH:9][CH:8]=2)[CH2:3][CH2:2]1.CCN(C(C)C)C(C)C.[C:45]1(=O)[CH2:49][CH2:48][CH2:47][CH2:46]1.CC(O)=O.[BH-](OC(C)=O)(OC(C)=O)OC(C)=O.[Na+].[Cl:69]CCCl, predict the reaction product. The product is: [CH:45]1([N:1]2[CH2:2][CH2:3][CH:4]([C:7]3[CH:8]=[CH:9][C:10]([NH:13][C:14]4[C:15]([C:33]([NH2:35])=[O:34])=[N:16][CH:17]=[C:18]([N:20]5[CH2:25][CH2:24][CH2:23][C@@H:22]([N:26]([CH3:32])[C:27]([N:29]([CH3:30])[CH3:31])=[O:28])[CH2:21]5)[N:19]=4)=[CH:11][CH:12]=3)[CH2:5][CH2:6]2)[CH2:49][CH2:48][CH2:47][CH2:46]1.[ClH:69]. (2) The product is: [ClH:1].[NH2:9][CH2:10][CH2:11][NH:12][C:13]([CH3:19])([CH3:20])[C:14]([O:16][CH2:17][CH3:18])=[O:15]. Given the reactants [ClH:1].C(OC([NH:9][CH2:10][CH2:11][NH:12][C:13]([CH3:20])([CH3:19])[C:14]([O:16][CH2:17][CH3:18])=[O:15])=O)(C)(C)C, predict the reaction product. (3) Given the reactants [CH3:1][O:2][C:3]1[C:4]([NH2:27])=[N:5][C:6]([C:9]2[C:17]3[C:12](=[CH:13][CH:14]=[CH:15][CH:16]=3)[N:11]([CH2:18][C:19]3[CH:24]=[CH:23][C:22]([O:25][CH3:26])=[CH:21][CH:20]=3)[N:10]=2)=[N:7][CH:8]=1.Cl.Br[C:30]1[CH:35]=[CH:34][N:33]=[CH:32][CH:31]=1.CC1(C)C2C=CC=C(P(C3C=CC=CC=3)C3C=CC=CC=3)C=2OC2C1=CC=CC=2P(C1C=CC=CC=1)C1C=CC=CC=1.C(=O)([O-])[O-].[Cs+].[Cs+], predict the reaction product. The product is: [CH3:1][O:2][C:3]1[C:4]([NH:27][C:30]2[CH:35]=[CH:34][N:33]=[CH:32][CH:31]=2)=[N:5][C:6]([C:9]2[C:17]3[C:12](=[CH:13][CH:14]=[CH:15][CH:16]=3)[N:11]([CH2:18][C:19]3[CH:20]=[CH:21][C:22]([O:25][CH3:26])=[CH:23][CH:24]=3)[N:10]=2)=[N:7][CH:8]=1.